From a dataset of Reaction yield outcomes from USPTO patents with 853,638 reactions. Predict the reaction yield, written as a fraction of the theoretical maximum amount of product (1.0 means a 100% yield; for example, 0.34 means a 34% yield). The reactants are [Cl:1][C:2]1[CH:7]=[CH:6][C:5]([C:8]2[S:12][C:11]3[CH:13]=[CH:14][C:15]([CH3:17])=[CH:16][C:10]=3[CH:9]=2)=[CH:4][C:3]=1[C:18]([F:21])([F:20])[F:19].BrN1C(=O)CCC1=O.CC(N=NC(C#N)(C)C)(C#N)C.Cl.[C:43]([O:47][C:48](=[O:52])[CH2:49][CH2:50][NH2:51])([CH3:46])([CH3:45])[CH3:44].[H-].[Na+]. The catalyst is C(Cl)(Cl)(Cl)Cl.CN(C=O)C. The product is [C:43]([O:47][C:48](=[O:52])[CH2:49][CH2:50][NH:51][CH2:17][C:15]1[CH:14]=[CH:13][C:11]2[S:12][C:8]([C:5]3[CH:6]=[CH:7][C:2]([Cl:1])=[C:3]([C:18]([F:21])([F:19])[F:20])[CH:4]=3)=[CH:9][C:10]=2[CH:16]=1)([CH3:46])([CH3:45])[CH3:44]. The yield is 0.730.